From a dataset of Reaction yield outcomes from USPTO patents with 853,638 reactions. Predict the reaction yield, written as a fraction of the theoretical maximum amount of product (1.0 means a 100% yield; for example, 0.34 means a 34% yield). (1) The reactants are Br[C:2]1[C:6]2[CH2:7][N:8]([C:11]([O:13]C(C)(C)C)=O)[CH2:9][CH2:10][C:5]=2[N:4](C2COC2)[N:3]=1.[CH3:22][N:23]1[CH:27]=[C:26]([C:28]2[CH:34]=[CH:33][C:31]([NH2:32])=[C:30]([S:35]([CH3:38])(=[O:37])=[O:36])[CH:29]=2)[CH:25]=[N:24]1.[CH:39]1(P(C2CCCCC2)C2C(OC)=CC=C(OC)C=2C2C(C(C)C)=CC(C(C)C)=CC=2C(C)C)CCCCC1.CC([O-])(C)C.[Na+].O1[CH2:88][CH2:87][O:86][CH2:85][CH2:84]1. The product is [CH3:22][N:23]1[CH:27]=[C:26]([C:28]2[CH:34]=[CH:33][C:31]([NH:32][C:2]3[C:6]4[CH2:7][N:8]([C:11](=[O:13])[CH3:39])[CH2:9][CH2:10][C:5]=4[N:4]([CH:88]4[CH2:84][CH2:85][O:86][CH2:87]4)[N:3]=3)=[C:30]([S:35]([CH3:38])(=[O:37])=[O:36])[CH:29]=2)[CH:25]=[N:24]1. The yield is 0.350. No catalyst specified. (2) The reactants are [Br:1][C:2]1[C:3]([OH:12])=[C:4]([C:9](=O)[CH3:10])[CH:5]=[C:6]([CH3:8])[CH:7]=1.[Si](OCC)(OCC)(OCC)OCC.[CH:26]([C:29]1[CH:35]=[CH:34][CH:33]=[C:32]([CH:36]([CH3:38])[CH3:37])[C:30]=1[NH2:31])([CH3:28])[CH3:27].OS(O)(=O)=O. No catalyst specified. The product is [Br:1][C:2]1[CH:7]=[C:6]([CH3:8])[CH:5]=[C:4](/[C:9](=[N:31]/[C:30]2[C:32]([CH:36]([CH3:37])[CH3:38])=[CH:33][CH:34]=[CH:35][C:29]=2[CH:26]([CH3:28])[CH3:27])/[CH3:10])[C:3]=1[OH:12]. The yield is 0.820. (3) The reactants are [Br:1][C:2]1[CH:10]=[CH:9][C:5]([C:6](Cl)=[O:7])=[CH:4][CH:3]=1.[CH:11]1([NH2:14])[CH2:13][CH2:12]1. The catalyst is C(Cl)Cl. The product is [Br:1][C:2]1[CH:10]=[CH:9][C:5]([C:6]([NH:14][CH:11]2[CH2:13][CH2:12]2)=[O:7])=[CH:4][CH:3]=1. The yield is 0.860. (4) The reactants are Cl[C:2]1[CH:7]=[C:6]([O:8][C:9]2[CH:14]=[CH:13][C:12]([N+:15]([O-:17])=[O:16])=[CH:11][CH:10]=2)[N:5]=[CH:4][N:3]=1.[NH2:18][C:19]1[CH:24]=[CH:23][CH:22]=[CH:21][CH:20]=1.C(OCC)(=O)C.O. The catalyst is CN1CCCC1=O.CCCCCC. The product is [N+:15]([C:12]1[CH:13]=[CH:14][C:9]([O:8][C:6]2[N:5]=[CH:4][N:3]=[C:2]([NH:18][C:19]3[CH:24]=[CH:23][CH:22]=[CH:21][CH:20]=3)[CH:7]=2)=[CH:10][CH:11]=1)([O-:17])=[O:16]. The yield is 0.820. (5) The reactants are C[C:2]1[CH:3]=[CH:4][C:5]2[O:9][CH:8]=[CH:7][C:6]=2[CH:10]=1.B(Br)(Br)Br.C([O-])([O-])=[O:16].[Na+].[Na+]. The catalyst is C(Cl)Cl. The product is [OH:16][C:2]1[CH:3]=[CH:4][C:5]2[O:9][CH:8]=[CH:7][C:6]=2[CH:10]=1. The yield is 0.796.